Dataset: Full USPTO retrosynthesis dataset with 1.9M reactions from patents (1976-2016). Task: Predict the reactants needed to synthesize the given product. Given the product [CH3:14][C:10]1([CH2:9][O:8][CH2:7][CH2:6][CH2:5][CH2:4][CH2:3][CH2:2][O:15][C:16]2[CH:23]=[CH:22][C:19]([CH:20]=[O:21])=[CH:18][CH:17]=2)[CH2:13][O:12][CH2:11]1, predict the reactants needed to synthesize it. The reactants are: Br[CH2:2][CH2:3][CH2:4][CH2:5][CH2:6][CH2:7][O:8][CH2:9][C:10]1([CH3:14])[CH2:13][O:12][CH2:11]1.[OH:15][C:16]1[CH:23]=[CH:22][C:19]([CH:20]=[O:21])=[CH:18][CH:17]=1.C([O-])([O-])=O.[K+].[K+].O.